From a dataset of Full USPTO retrosynthesis dataset with 1.9M reactions from patents (1976-2016). Predict the reactants needed to synthesize the given product. (1) The reactants are: [CH3:1][C@H:2]1[N:7]([C:8]([O:10][CH2:11][C:12]2[CH:17]=[CH:16][CH:15]=[CH:14][CH:13]=2)=[O:9])[CH2:6][C@@H:5]([C:18]([O:20]C)=[O:19])[CH2:4][CH2:3]1.[Li+].[OH-].O. Given the product [CH2:11]([O:10][C:8]([N:7]1[C@H:2]([CH3:1])[CH2:3][CH2:4][C@H:5]([C:18]([OH:20])=[O:19])[CH2:6]1)=[O:9])[C:12]1[CH:13]=[CH:14][CH:15]=[CH:16][CH:17]=1, predict the reactants needed to synthesize it. (2) Given the product [O:29]=[C:20]1[N:19]([CH2:18][C:15]2[CH:14]=[CH:13][C:12]([C:9]3[CH:8]=[CH:7][C:6]([CH2:5][O:4][CH2:1][CH:2]=[O:38])=[CH:11][CH:10]=3)=[CH:17][CH:16]=2)[CH2:23][C:22]2([CH2:28][CH2:27][CH2:26][CH2:25][CH2:24]2)[O:21]1, predict the reactants needed to synthesize it. The reactants are: [CH2:1]([O:4][CH2:5][C:6]1[CH:11]=[CH:10][C:9]([C:12]2[CH:17]=[CH:16][C:15]([CH2:18][N:19]3[CH2:23][C:22]4([CH2:28][CH2:27][CH2:26][CH2:25][CH2:24]4)[O:21][C:20]3=[O:29])=[CH:14][CH:13]=2)=[CH:8][CH:7]=1)[CH:2]=C.NC(N)=S.C(Cl)Cl.C[OH:38]. (3) Given the product [F:1][C:2]1[CH:7]=[CH:6][C:5]([C:8]2[S:12][C:11]3[CH:13]=[C:14]([O:17][CH3:18])[CH:15]=[CH:16][C:10]=3[C:9]=2[O:19][C:20]2[CH:25]=[CH:24][C:23](/[CH:26]=[CH:27]/[C:28]3[NH:30][N:37]=[N:36][N:35]=3)=[CH:22][CH:21]=2)=[CH:4][CH:3]=1, predict the reactants needed to synthesize it. The reactants are: [F:1][C:2]1[CH:7]=[CH:6][C:5]([C:8]2[S:12][C:11]3[CH:13]=[C:14]([O:17][CH3:18])[CH:15]=[CH:16][C:10]=3[C:9]=2[O:19][C:20]2[CH:25]=[CH:24][C:23](/[CH:26]=[CH:27]/[C:28]([NH2:30])=O)=[CH:22][CH:21]=2)=[CH:4][CH:3]=1.[Si]([N:35]=[N+:36]=[N-:37])(C)(C)C. (4) Given the product [F:1][C:2]1[CH:3]=[CH:4][C:5]([N:8]2[CH2:17][CH2:16][C:15]3[C:10](=[CH:11][CH:12]=[C:13]([O:18][CH2:19][C:20]4[CH:25]=[CH:24][CH:23]=[CH:22][CH:21]=4)[CH:14]=3)[CH:9]2[CH2:26][C:27]2[CH:28]=[CH:29][C:30](/[CH:33]=[CH:34]/[C:35]([NH:47][O:46][CH2:39][C:40]3[CH:45]=[CH:44][CH:43]=[CH:42][CH:41]=3)=[O:36])=[CH:31][CH:32]=2)=[CH:6][CH:7]=1, predict the reactants needed to synthesize it. The reactants are: [F:1][C:2]1[CH:7]=[CH:6][C:5]([N:8]2[CH2:17][CH2:16][C:15]3[C:10](=[CH:11][CH:12]=[C:13]([O:18][CH2:19][C:20]4[CH:25]=[CH:24][CH:23]=[CH:22][CH:21]=4)[CH:14]=3)[CH:9]2[CH2:26][C:27]2[CH:32]=[CH:31][C:30](/[CH:33]=[CH:34]/[C:35](O)=[O:36])=[CH:29][CH:28]=2)=[CH:4][CH:3]=1.Cl.[CH2:39]([O:46][NH2:47])[C:40]1[CH:45]=[CH:44][CH:43]=[CH:42][CH:41]=1. (5) Given the product [O:23]1[CH2:24][CH:21]([N:18]2[CH2:19][CH2:20][NH:15][CH2:16][CH2:17]2)[CH2:22]1, predict the reactants needed to synthesize it. The reactants are: C(O)(C(F)(F)F)=O.C(OC([N:15]1[CH2:20][CH2:19][N:18]([CH:21]2[CH2:24][O:23][CH2:22]2)[CH2:17][CH2:16]1)=O)(C)(C)C. (6) Given the product [Cl:17][C:2]1[CH:7]=[C:6]([CH:8]([CH3:10])[CH3:9])[NH:5][C:4](=[O:11])[C:3]=1[N+:12]([O-:14])=[O:13], predict the reactants needed to synthesize it. The reactants are: O[C:2]1[CH:7]=[C:6]([CH:8]([CH3:10])[CH3:9])[NH:5][C:4](=[O:11])[C:3]=1[N+:12]([O-:14])=[O:13].O=P(Cl)(Cl)[Cl:17]. (7) The reactants are: [C:1]([C:3]1[C:8]2[C:9]([O:31][CH3:32])=[N:10][N:11]([C:12]([C:25]3[CH:30]=[CH:29][CH:28]=[CH:27][CH:26]=3)([C:19]3[CH:24]=[CH:23][CH:22]=[CH:21][CH:20]=3)[C:13]3[CH:18]=[CH:17][CH:16]=[CH:15][CH:14]=3)[C:7]=2[CH:6]=[C:5]([NH:33][C:34]([NH:36][C@@H:37]([C:39]2[CH:44]=[CH:43][CH:42]=[CH:41][CH:40]=2)[CH3:38])=[O:35])[N:4]=1)#[N:2].[OH-:45].[Na+].OO.Cl. Given the product [CH3:32][O:31][C:9]1[C:8]2[C:3]([C:1]([NH2:2])=[O:45])=[N:4][C:5]([NH:33][C:34]([NH:36][C@@H:37]([C:39]3[CH:44]=[CH:43][CH:42]=[CH:41][CH:40]=3)[CH3:38])=[O:35])=[CH:6][C:7]=2[N:11]([C:12]([C:19]2[CH:24]=[CH:23][CH:22]=[CH:21][CH:20]=2)([C:25]2[CH:26]=[CH:27][CH:28]=[CH:29][CH:30]=2)[C:13]2[CH:14]=[CH:15][CH:16]=[CH:17][CH:18]=2)[N:10]=1, predict the reactants needed to synthesize it. (8) Given the product [Si:25]([O:17][C:14]1[CH:15]=[C:16]2[C:11](=[CH:12][CH:13]=1)[NH:10][CH:9]=[C:8]2[CH:5]1[CH2:4][CH2:3][N:2]([CH3:1])[CH2:7][CH2:6]1)([C:28]([CH3:31])([CH3:30])[CH3:29])([CH3:27])[CH3:26], predict the reactants needed to synthesize it. The reactants are: [CH3:1][N:2]1[CH:7]=[CH:6][C:5]([C:8]2[C:16]3[C:11](=[CH:12][CH:13]=[C:14]([OH:17])[CH:15]=3)[NH:10][CH:9]=2)=[CH:4][CH2:3]1.CN1CCCC1=O.[Si:25](Cl)([C:28]([CH3:31])([CH3:30])[CH3:29])([CH3:27])[CH3:26].N1C=CN=C1. (9) Given the product [C:11]1([C:2]2[C:3]3[CH:10]=[CH:9][NH:8][C:4]=3[N:5]=[N:6][CH:7]=2)[CH:16]=[CH:15][CH:14]=[CH:13][CH:12]=1, predict the reactants needed to synthesize it. The reactants are: Cl[C:2]1[C:3]2[CH:10]=[CH:9][NH:8][C:4]=2[N:5]=[N:6][CH:7]=1.[C:11]1(B(O)O)[CH:16]=[CH:15][CH:14]=[CH:13][CH:12]=1.C(=O)([O-])[O-].[K+].[K+].O. (10) Given the product [CH2:10]([O:11][C:25]1[CH:24]=[C:23]([CH:22]=[C:4]([O:5][CH2:22][CH2:23][CH2:24][CH2:25][CH2:26][CH2:27][CH2:28][CH2:29]/[CH:30]=[CH:31]\[CH2:32][CH2:33][CH2:34][CH2:35][CH2:36][CH2:37][CH2:38][CH3:39])[CH:26]=1)[CH:16]=[O:19])[CH2:9][CH2:12][CH2:13][CH2:14][CH2:7][CH2:8][CH2:27]/[CH:28]=[CH:29]\[CH2:30][CH2:31][CH2:32][CH2:33][CH2:34][CH2:35][CH2:36][CH3:37], predict the reactants needed to synthesize it. The reactants are: CN([CH:4]=[O:5])C.O[C:7]1[CH:8]=[C:9]([CH:12]=[C:13](O)[CH:14]=1)[CH:10]=[O:11].[C:16](=[O:19])([O-])[O-].[K+].[K+].[CH2:22](CS([O-])(=O)=O)[CH2:23][CH2:24][CH2:25][CH2:26][CH2:27][CH2:28][CH2:29]/[CH:30]=[CH:31]\[CH2:32][CH2:33][CH2:34][CH2:35][CH2:36][CH2:37][CH2:38][CH3:39].